From a dataset of Full USPTO retrosynthesis dataset with 1.9M reactions from patents (1976-2016). Predict the reactants needed to synthesize the given product. (1) Given the product [F:24][C:25]([F:39])([F:40])[C:26]1[CH:27]=[C:28]([C:2]2[S:6][C:5]([CH2:7][N:8]3[C:16]4[C:11](=[C:12]([C:19]([F:22])([F:21])[F:20])[C:13]([C:17]#[N:18])=[CH:14][CH:15]=4)[CH:10]=[C:9]3[CH3:23])=[CH:4][CH:3]=2)[CH:29]=[C:30]([C:32]([F:33])([F:34])[F:35])[CH:31]=1, predict the reactants needed to synthesize it. The reactants are: Br[C:2]1[S:6][C:5]([CH2:7][N:8]2[C:16]3[C:11](=[C:12]([C:19]([F:22])([F:21])[F:20])[C:13]([C:17]#[N:18])=[CH:14][CH:15]=3)[CH:10]=[C:9]2[CH3:23])=[CH:4][CH:3]=1.[F:24][C:25]([F:40])([F:39])[C:26]1[CH:27]=[C:28](B(O)O)[CH:29]=[C:30]([C:32]([F:35])([F:34])[F:33])[CH:31]=1. (2) Given the product [Cl:1][C:2]1[CH:3]=[CH:4][C:5]([O:16][CH2:17][C:18]2[CH:19]=[CH:20][CH:21]=[CH:22][CH:23]=2)=[C:6]([CH2:8][N:9]2[C:13]([CH3:14])=[CH:12][C:11]([N:15]3[C:27](=[O:28])[C:26]4[C:25](=[CH:33][CH:32]=[CH:31][CH:30]=4)[C:24]3=[O:29])=[N:10]2)[CH:7]=1, predict the reactants needed to synthesize it. The reactants are: [Cl:1][C:2]1[CH:3]=[CH:4][C:5]([O:16][CH2:17][C:18]2[CH:23]=[CH:22][CH:21]=[CH:20][CH:19]=2)=[C:6]([CH2:8][N:9]2[C:13]([CH3:14])=[CH:12][C:11]([NH2:15])=[N:10]2)[CH:7]=1.[C:24]1(=O)[O:29][C:27](=[O:28])[C:26]2=[CH:30][CH:31]=[CH:32][CH:33]=[C:25]12. (3) The reactants are: CC(C)([O-])C.[K+].[Cl:7][C:8]1[CH:9]=[C:10]([CH2:14][C:15]#[N:16])[CH:11]=[CH:12][CH:13]=1.Cl[CH2:18][CH2:19][O:20][CH2:21][CH2:22]Cl. Given the product [Cl:7][C:8]1[CH:9]=[C:10]([C:14]2([C:15]#[N:16])[CH2:22][CH2:21][O:20][CH2:19][CH2:18]2)[CH:11]=[CH:12][CH:13]=1, predict the reactants needed to synthesize it. (4) Given the product [Cl:17][C:18]1[CH:23]=[CH:22][C:21]([S:24][CH:9]([C:3]2[CH:4]=[C:5]([F:8])[CH:6]=[CH:7][C:2]=2[F:1])[C:10]2[CH:11]=[N:12][CH:13]=[CH:14][CH:15]=2)=[CH:20][CH:19]=1, predict the reactants needed to synthesize it. The reactants are: [F:1][C:2]1[CH:7]=[CH:6][C:5]([F:8])=[CH:4][C:3]=1[CH:9](O)[C:10]1[CH:11]=[N:12][CH:13]=[CH:14][CH:15]=1.[Cl:17][C:18]1[CH:23]=[CH:22][C:21]([SH:24])=[CH:20][CH:19]=1.C(=O)([O-])[O-].[K+].[K+].C(OCC)C. (5) The reactants are: CO[C:3](=[O:37])[CH2:4][N:5]1[CH2:11][C:10]([CH2:12][NH:13][S:14]([C:17]2[CH:22]=[CH:21][CH:20]=[CH:19][CH:18]=2)(=[O:16])=[O:15])=[CH:9][CH2:8][CH:7]([NH:23][C:24]([C:26]2[C:35]3[C:30](=[CH:31][CH:32]=[CH:33][CH:34]=3)[CH:29]=[CH:28][N:27]=2)=[O:25])[C:6]1=[O:36].[Li+].[OH-].C(OC(=O)[NH:45][C:46]1[CH:47]([O:52][CH2:53][CH3:54])[O:48][C:49](=[O:51])[CH:50]=1)C=C.C1(S(NCC2CN(CC(O)=O)C(=O)C(NC(C3C4C(=CC=CC=4)C=CN=3)=O)CC=2)(=O)=O)C=CC=CC=1.C1C=CC2N(O)N=NC=2C=1.CCN=C=NCCCN(C)C.Cl. Given the product [C:17]1([S:14]([NH:13][CH2:12][C:10]2[CH2:11][N:5]([CH2:4][C:3](=[O:37])[NH:45][CH:46]3[CH2:50][C:49](=[O:51])[O:48][CH:47]3[O:52][CH2:53][CH3:54])[C:6](=[O:36])[CH:7]([NH:23][C:24]([C:26]3[C:35]4[C:30](=[CH:31][CH:32]=[CH:33][CH:34]=4)[CH:29]=[CH:28][N:27]=3)=[O:25])[CH2:8][CH:9]=2)(=[O:16])=[O:15])[CH:18]=[CH:19][CH:20]=[CH:21][CH:22]=1, predict the reactants needed to synthesize it. (6) Given the product [NH:15]([C:16]1[S:20][C:19]2[C:21]3[C:26]([CH2:27][C:18]=2[C:17]=1[C:28]([NH2:30])=[O:29])=[CH:25][CH:24]=[CH:23][CH:22]=3)[C:6]([NH2:5])=[O:7], predict the reactants needed to synthesize it. The reactants are: ClS([N:5]=[C:6]=[O:7])(=O)=O.FC(F)(F)C(O)=O.[NH2:15][C:16]1[S:20][C:19]2[C:21]3[C:26]([CH2:27][C:18]=2[C:17]=1[C:28]([NH2:30])=[O:29])=[CH:25][CH:24]=[CH:23][CH:22]=3.O.